This data is from Retrosynthesis with 50K atom-mapped reactions and 10 reaction types from USPTO. The task is: Predict the reactants needed to synthesize the given product. Given the product C[Si](C)(C)CCOCn1cc(-c2ccc([N+](=O)[O-])cc2)nc1C=O, predict the reactants needed to synthesize it. The reactants are: CN(C)C=O.C[Si](C)(C)CCOCn1cnc(-c2ccc([N+](=O)[O-])cc2)c1.